Dataset: Catalyst prediction with 721,799 reactions and 888 catalyst types from USPTO. Task: Predict which catalyst facilitates the given reaction. Reactant: [CH:1]12[CH2:7][C:6](=[CH:8][C:9]([O:11][C:12]([CH3:15])([CH3:14])[CH3:13])=[O:10])[CH:5]1[CH:4]=[CH:3][CH2:2]2.N12CCCN=C1CCCCC2.[N+:27]([CH3:30])([O-:29])=[O:28]. Product: [C:12]([O:11][C:9](=[O:10])[CH2:8][C:6]1([CH2:30][N+:27]([O-:29])=[O:28])[CH2:7][CH:1]2[CH:5]1[CH:4]=[CH:3][CH2:2]2)([CH3:15])([CH3:14])[CH3:13]. The catalyst class is: 33.